Task: Predict the reactants needed to synthesize the given product.. Dataset: Full USPTO retrosynthesis dataset with 1.9M reactions from patents (1976-2016) Given the product [CH2:17]([O:8][C:3]1[CH:4]=[CH:5][CH:6]=[CH:7][C:2]=1[Cl:1])[CH:16]=[CH2:15], predict the reactants needed to synthesize it. The reactants are: [Cl:1][C:2]1[CH:7]=[CH:6][CH:5]=[CH:4][C:3]=1[OH:8].C([O-])([O-])=O.[K+].[K+].[CH2:15](Br)[CH:16]=[CH2:17].O.